This data is from Forward reaction prediction with 1.9M reactions from USPTO patents (1976-2016). The task is: Predict the product of the given reaction. (1) Given the reactants C[O:2][C:3](=[O:23])[CH2:4][C:5]([NH:7][C:8]1[CH:13]=[CH:12][C:11]([NH:14][S:15]([CH3:18])(=[O:17])=[O:16])=[CH:10][C:9]=1[S:19](=[O:22])(=[O:21])[NH2:20])=O.[OH-].[Na+].Cl, predict the reaction product. The product is: [CH3:18][S:15]([NH:14][C:11]1[CH:12]=[CH:13][C:8]2[NH:7][C:5]([CH2:4][C:3]([OH:2])=[O:23])=[N:20][S:19](=[O:22])(=[O:21])[C:9]=2[CH:10]=1)(=[O:17])=[O:16]. (2) The product is: [NH2:34][C@@H:35]([C@H:36]([OH:37])[CH3:38])[C:39]([N:23]1[CH2:24][CH2:25][CH:20]([C:17]2[S:18][CH:19]=[C:15]([C:7]3[CH:6]=[CH:5][C:4]4[C:3]([CH3:26])([CH3:2])[CH2:12][CH2:11][C:10]([CH3:13])([CH3:14])[C:9]=4[CH:8]=3)[N:16]=2)[CH2:21][CH2:22]1)=[O:40]. Given the reactants Cl.[CH3:2][C:3]1([CH3:26])[CH2:12][CH2:11][C:10]([CH3:14])([CH3:13])[C:9]2[CH:8]=[C:7]([C:15]3[N:16]=[C:17]([CH:20]4[CH2:25][CH2:24][NH:23][CH2:22][CH2:21]4)[S:18][CH:19]=3)[CH:6]=[CH:5][C:4]1=2.C(OC([NH:34][C@H:35]([C:39](O)=[O:40])[C@@H:36]([CH3:38])[OH:37])=O)(C)(C)C.Cl, predict the reaction product. (3) Given the reactants [S:1]1[C:5]2[CH:6]=[CH:7][CH:8]=[CH:9][C:4]=2[CH:3]=[C:2]1[CH:10]=O.[CH3:12][C:13]([S:16]([NH2:18])=[O:17])([CH3:15])[CH3:14], predict the reaction product. The product is: [S:1]1[C:5]2[CH:6]=[CH:7][CH:8]=[CH:9][C:4]=2[CH:3]=[C:2]1[CH:10]=[N:18][S:16]([C:13]([CH3:15])([CH3:14])[CH3:12])=[O:17]. (4) Given the reactants C(O)(C(F)(F)F)=O.C(OC([N:15]1[CH2:18][CH:17]([C:19]([N:21]2[CH2:24][CH2:23][CH2:22]2)=[O:20])[CH2:16]1)=O)(C)(C)C, predict the reaction product. The product is: [NH:15]1[CH2:18][CH:17]([C:19]([N:21]2[CH2:24][CH2:23][CH2:22]2)=[O:20])[CH2:16]1. (5) Given the reactants Cl[C:2]1[CH:3]=[C:4]([CH:20]=[CH:21][C:22]=1[Cl:23])[CH2:5][C:6]1([OH:19])[CH2:11][CH2:10][N:9]([C:12]([O:14][C:15]([CH3:18])([CH3:17])[CH3:16])=[O:13])[CH2:8][CH2:7]1.ClC1C=CC(CBr)=C([F:33])C=1, predict the reaction product. The product is: [Cl:23][C:22]1[CH:21]=[CH:20][C:4]([CH2:5][C:6]2([OH:19])[CH2:11][CH2:10][N:9]([C:12]([O:14][C:15]([CH3:18])([CH3:17])[CH3:16])=[O:13])[CH2:8][CH2:7]2)=[C:3]([F:33])[CH:2]=1. (6) Given the reactants [CH3:1][O:2][C:3](=[O:23])[C:4]1[CH:9]=[CH:8][C:7]([C:10](=[O:22])[CH2:11][C:12]([O:14][CH2:15][C:16]2[CH:21]=[CH:20][CH:19]=[CH:18][CH:17]=2)=[O:13])=[CH:6][CH:5]=1.O.C(Cl)[Cl:26], predict the reaction product. The product is: [CH3:1][O:2][C:3](=[O:23])[C:4]1[CH:5]=[CH:6][C:7]([C:10](=[O:22])[CH:11]([C:12]([O:14][CH2:15][C:16]2[CH:21]=[CH:20][CH:19]=[CH:18][CH:17]=2)=[O:13])[Cl:26])=[CH:8][CH:9]=1.